This data is from Reaction yield outcomes from USPTO patents with 853,638 reactions. The task is: Predict the reaction yield, written as a fraction of the theoretical maximum amount of product (1.0 means a 100% yield; for example, 0.34 means a 34% yield). (1) The reactants are [CH3:1][O:2][C:3](=[O:15])[C:4](O)=[CH:5][C:6](=O)[C:7]1[CH:8]=[N:9][CH:10]=[CH:11][CH:12]=1.Cl.[Cl:17][C:18]1[CH:19]=[C:20]([NH:25][NH2:26])[CH:21]=[CH:22][C:23]=1[Cl:24]. The catalyst is CCO. The product is [ClH:17].[CH3:1][O:2][C:3]([C:4]1[CH:5]=[C:6]([C:7]2[CH:8]=[N:9][CH:10]=[CH:11][CH:12]=2)[N:25]([C:20]2[CH:21]=[CH:22][C:23]([Cl:24])=[C:18]([Cl:17])[CH:19]=2)[N:26]=1)=[O:15]. The yield is 0.700. (2) The reactants are C([O-])([O-])=O.[K+].[K+].[CH:7]([C:9]1[CH:10]=[C:11]([CH2:16][C:17]([O:19][CH3:20])=[O:18])[CH:12]=[CH:13][C:14]=1[OH:15])=O.Br.Br[CH2:23][C:24]([C:26]1[CH:31]=[CH:30][N:29]=[CH:28][CH:27]=1)=[O:25].O. The catalyst is CN(C=O)C. The product is [C:24]([C:23]1[O:15][C:14]2[CH:13]=[CH:12][C:11]([CH2:16][C:17]([O:19][CH3:20])=[O:18])=[CH:10][C:9]=2[CH:7]=1)(=[O:25])[C:26]1[CH:31]=[CH:30][N:29]=[CH:28][CH:27]=1. The yield is 0.260. (3) The reactants are [CH2:1]([O:3][C:4](=[O:36])[CH:5]=[CH:6][C:7]1[CH:12]=[CH:11][C:10]([CH2:13][NH:14][C:15](=[O:35])[C:16]2[CH:21]=[CH:20][C:19]([N:22]3[CH2:27]CN(CC4C=NC=CC=4)CC3)=[CH:18][CH:17]=2)=[CH:9][CH:8]=1)[CH3:2].N1C2C(=CC=CC=2)C=[C:39](C(O)=O)[CH:38]=1. No catalyst specified. The product is [CH2:1]([O:3][C:4](=[O:36])[CH:5]=[CH:6][C:7]1[CH:8]=[CH:9][C:10]([CH2:13][NH:14][C:15]([C:16]2[CH:27]=[N:22][C:19]3[C:20]([CH:21]=2)=[CH:39][CH:38]=[CH:17][CH:18]=3)=[O:35])=[CH:11][CH:12]=1)[CH3:2]. The yield is 0.890. (4) The reactants are [SH:1][C:2]1[CH:11]=[CH:10][CH:9]=[CH:8][C:3]=1[C:4]([O:6]C)=O.Cl.Cl[CH2:14][CH2:15][NH2:16].[H-].[Na+]. The catalyst is O1CCCC1.CN(C)C=O. The product is [S:1]1[C:2]2[CH:11]=[CH:10][CH:9]=[CH:8][C:3]=2[C:4](=[O:6])[NH:16][CH2:15][CH2:14]1. The yield is 0.470. (5) The reactants are [CH:1]1([C:4]2[CH:5]=[N:6][CH:7]=[CH:8][CH:9]=2)[CH2:3][CH2:2]1.[ClH:10]. The catalyst is CO. The product is [ClH:10].[CH:1]1([CH:4]2[CH2:9][CH2:8][CH2:7][NH:6][CH2:5]2)[CH2:3][CH2:2]1. The yield is 0.820. (6) The reactants are [Cl-].O[NH3+:3].[C:4](=[O:7])([O-])[OH:5].[Na+].CS(C)=O.[CH3:13][C:14]1[N:15]=[C:16]([CH2:43][CH2:44][CH3:45])[N:17]([CH2:28][C:29]2[CH:34]=[CH:33][C:32]([C:35]3[C:36]([C:41]#[N:42])=[CH:37][CH:38]=[CH:39][CH:40]=3)=[CH:31][CH:30]=2)[C:18](=[O:27])[C:19]=1[O:20][C:21]1[CH:26]=[CH:25][CH:24]=[CH:23][CH:22]=1. The catalyst is C(OCC)(=O)C. The product is [CH3:13][C:14]1[N:15]=[C:16]([CH2:43][CH2:44][CH3:45])[N:17]([CH2:28][C:29]2[CH:34]=[CH:33][C:32]([C:35]3[CH:40]=[CH:39][CH:38]=[CH:37][C:36]=3[C:41]3[NH:3][C:4](=[O:7])[O:5][N:42]=3)=[CH:31][CH:30]=2)[C:18](=[O:27])[C:19]=1[O:20][C:21]1[CH:22]=[CH:23][CH:24]=[CH:25][CH:26]=1. The yield is 0.190.